This data is from Reaction yield outcomes from USPTO patents with 853,638 reactions. The task is: Predict the reaction yield, written as a fraction of the theoretical maximum amount of product (1.0 means a 100% yield; for example, 0.34 means a 34% yield). (1) The reactants are C1(P(C2C=CC=CC=2)C2C=CC=CC=2)C=CC=CC=1.[CH3:20][O:21][C:22](=[O:35])[C@H:23]([CH2:32][CH2:33]O)[NH:24][C:25]([O:27][C:28]([CH3:31])([CH3:30])[CH3:29])=[O:26].C(Br)(Br)(Br)[Br:37]. The catalyst is C(Cl)Cl. The product is [CH3:20][O:21][C:22](=[O:35])[CH:23]([NH:24][C:25]([O:27][C:28]([CH3:31])([CH3:30])[CH3:29])=[O:26])[CH2:32][CH2:33][Br:37]. The yield is 0.200. (2) The reactants are [CH2:1]([O:8][C:9]1[CH:17]=[CH:16][C:12]([C:13]([NH2:15])=O)=[CH:11][CH:10]=1)[CH2:2][CH2:3][CH2:4][CH2:5][CH2:6][CH3:7].O(C1C=CC(P2(=S)SP(=S)(C3C=CC(OC4C=CC=CC=4)=CC=3)[S:32]2)=CC=1)C1C=CC=CC=1. The catalyst is COCCOC.C1COCC1. The product is [CH2:1]([O:8][C:9]1[CH:17]=[CH:16][C:12]([C:13](=[S:32])[NH2:15])=[CH:11][CH:10]=1)[CH2:2][CH2:3][CH2:4][CH2:5][CH2:6][CH3:7]. The yield is 0.620. (3) The reactants are [C:1](=O)([O-])[O-:2].[K+].[K+].Cl.[C:8]([C:10]1[C:11](O)=[C:12]([C:16]2[N:26]=[CH:25][CH:24]=[CH:23][C:17]=2[C:18]([O:20][CH2:21][CH3:22])=[O:19])[CH:13]=[CH:14][CH:15]=1)#[N:9].IC. The catalyst is CN(C=O)C. The product is [C:8]([C:10]1[CH:11]=[C:12]([C:16]2[N:26]=[CH:25][CH:24]=[CH:23][C:17]=2[C:18]([O:20][CH2:21][CH3:22])=[O:19])[CH:13]=[CH:14][C:15]=1[O:2][CH3:1])#[N:9]. The yield is 0.980. (4) The reactants are [Cl:1][C:2]1[CH:3]=[CH:4][C:5]([C:8]2[N:12]([C:13]3[CH:14]=[N:15][CH:16]=[CH:17][CH:18]=3)[N:11]=[C:10]([C:19]([OH:21])=O)[CH:9]=2)=[N:6][CH:7]=1.[C:22]([NH2:26])([CH3:25])([CH3:24])[CH3:23]. No catalyst specified. The product is [C:22]([NH:26][C:19]([C:10]1[CH:9]=[C:8]([C:5]2[CH:4]=[CH:3][C:2]([Cl:1])=[CH:7][N:6]=2)[N:12]([C:13]2[CH:14]=[N:15][CH:16]=[CH:17][CH:18]=2)[N:11]=1)=[O:21])([CH3:25])([CH3:24])[CH3:23]. The yield is 0.420. (5) The reactants are [OH:1][C:2]1[CH:11]=[C:10]([CH3:12])[C:9]2[C:4](=[CH:5][CH:6]=[CH:7][CH:8]=2)[C:3]=1[CH:13]=[O:14].CS(O[C@H:20]1[CH2:25][CH2:24][C@@H:23]([C:26]([CH3:29])([CH3:28])[CH3:27])[CH2:22][CH2:21]1)(=O)=O.C([O-])([O-])=O.[Cs+].[Cs+]. The catalyst is CC(O)(C)C.O. The product is [C:26]([C@@H:23]1[CH2:24][CH2:25][C@H:20]([O:1][C:2]2[CH:11]=[C:10]([CH3:12])[C:9]3[C:4](=[CH:5][CH:6]=[CH:7][CH:8]=3)[C:3]=2[CH:13]=[O:14])[CH2:21][CH2:22]1)([CH3:29])([CH3:28])[CH3:27]. The yield is 0.260.